Dataset: Forward reaction prediction with 1.9M reactions from USPTO patents (1976-2016). Task: Predict the product of the given reaction. (1) Given the reactants [Br:1][C:2]1[CH:3]=[C:4]([CH:8]=[C:9]([CH3:11])[CH:10]=1)[C:5]([OH:7])=O.[F:12][C:13]([F:22])([F:21])[C:14]1[CH:15]=[C:16]([CH:18]=[CH:19][CH:20]=1)[NH2:17], predict the reaction product. The product is: [Br:1][C:2]1[CH:3]=[C:4]([CH:8]=[C:9]([CH3:11])[CH:10]=1)[C:5]([NH:17][C:16]1[CH:18]=[CH:19][CH:20]=[C:14]([C:13]([F:12])([F:21])[F:22])[CH:15]=1)=[O:7]. (2) The product is: [CH3:9][O:8][C:7]1[CH:2]=[N:3][CH:4]=[CH:5][C:6]=1[CH2:10][CH2:11][N:12]1[CH2:17][CH2:16][CH:15]([N:18]2[C:26]3[C:21](=[CH:22][CH:23]=[C:24]([C:27]([NH2:29])=[O:28])[CH:25]=3)[CH:20]=[CH:19]2)[CH2:14][CH2:13]1. Given the reactants Cl[C:2]1[C:7]([O:8][CH3:9])=[C:6]([CH2:10][CH2:11][N:12]2[CH2:17][CH2:16][CH:15]([N:18]3[C:26]4[C:21](=[CH:22][CH:23]=[C:24]([C:27]([NH2:29])=[O:28])[CH:25]=4)[CH:20]=[CH:19]3)[CH2:14][CH2:13]2)[CH:5]=[CH:4][N:3]=1, predict the reaction product. (3) Given the reactants [Br:1][C:2]1[C:3]([O:12][C:13]2[CH:14]=[C:15]([CH:21]=[CH:22][C:23]=2[Cl:24])[C:16]([O:18][CH2:19][CH3:20])=[O:17])=[CH:4][C:5]([NH:8][C:9]([NH2:11])=[S:10])=[N:6][CH:7]=1.Br[CH2:26][C:27](=O)[CH2:28][CH2:29][C:30]1[CH:35]=[CH:34][CH:33]=[CH:32][CH:31]=1.C(N(CC)CC)C, predict the reaction product. The product is: [Br:1][C:2]1[C:3]([O:12][C:13]2[CH:14]=[C:15]([CH:21]=[CH:22][C:23]=2[Cl:24])[C:16]([O:18][CH2:19][CH3:20])=[O:17])=[CH:4][C:5]([NH:8][C:9]2[S:10][CH:26]=[C:27]([CH2:28][CH2:29][C:30]3[CH:35]=[CH:34][CH:33]=[CH:32][CH:31]=3)[N:11]=2)=[N:6][CH:7]=1. (4) The product is: [CH3:18][S:19]([C:22]1[CH:23]=[C:24]([C:9]2[S:10][C:5]3[C:4]([N:12]4[CH2:17][CH2:16][O:15][CH2:14][CH2:13]4)=[N:3][C:2]([C:39]4[CH:40]=[C:41]5[CH:47]=[CH:46][NH:45][C:42]5=[N:43][CH:44]=4)=[N:7][C:6]=3[CH:8]=2)[CH:25]=[CH:26][CH:27]=1)(=[O:21])=[O:20]. Given the reactants Cl[C:2]1[N:3]=[C:4]([N:12]2[CH2:17][CH2:16][O:15][CH2:14][CH2:13]2)[C:5]2[S:10][C:9](I)=[CH:8][C:6]=2[N:7]=1.[CH3:18][S:19]([C:22]1[CH:23]=[C:24](B(O)O)[CH:25]=[CH:26][CH:27]=1)(=[O:21])=[O:20].CC1(C)C(C)(C)OB([C:39]2[CH:40]=[C:41]3[CH:47]=[CH:46][NH:45][C:42]3=[N:43][CH:44]=2)O1, predict the reaction product. (5) Given the reactants [C:1]([CH:5]1[CH2:9][CH2:8][CH2:7][NH:6]1)([O:3][CH3:4])=[O:2].N1C=CC=CC=1.[N+:16]([C:19]1[CH:27]=[CH:26][C:22]([C:23](Cl)=[O:24])=[CH:21][CH:20]=1)([O-:18])=[O:17], predict the reaction product. The product is: [N+:16]([C:19]1[CH:20]=[CH:21][C:22]([C:23]([N:6]2[CH2:7][CH2:8][CH2:9][CH:5]2[C:1]([O:3][CH3:4])=[O:2])=[O:24])=[CH:26][CH:27]=1)([O-:18])=[O:17]. (6) Given the reactants C1(P(C2C=CC=CC=2)C2C=CC=CC=2)C=CC=CC=1.[NH2:20][C:21]1[CH:25]=[C:24]([OH:26])[NH:23][N:22]=1.[O:27]1[CH:31]=[CH:30][C:29]([CH2:32]O)=[CH:28]1, predict the reaction product. The product is: [O:27]1[CH:31]=[CH:30][C:29]([CH2:32][O:26][C:24]2[NH:23][N:22]=[C:21]([NH2:20])[CH:25]=2)=[CH:28]1.